Dataset: Cav3 T-type calcium channel HTS with 100,875 compounds. Task: Binary Classification. Given a drug SMILES string, predict its activity (active/inactive) in a high-throughput screening assay against a specified biological target. (1) The result is 0 (inactive). The molecule is S(c1n(Cc2ccccc2)c(nn1)C)CC(=O)NCc1occc1. (2) The molecule is Clc1c(C2=NOC(C2)(C)c2oc(nn2)c2ccncc2)c(Cl)ccc1. The result is 0 (inactive). (3) The result is 0 (inactive). The drug is Clc1c(Oc2ccc(Oc3nc(Cl)ccc3Cl)cc2)nc(Cl)cc1. (4) The result is 0 (inactive). The molecule is s1c2c(N3CCN(CC3)CC)ncnc2n(c1=S)c1ccccc1.